This data is from Catalyst prediction with 721,799 reactions and 888 catalyst types from USPTO. The task is: Predict which catalyst facilitates the given reaction. (1) Reactant: [Br:1][C:2]1[CH:7]=[CH:6][CH:5]=[C:4]([O:8][CH3:9])[C:3]=1[CH2:10][CH:11]([OH:14])[CH2:12][OH:13].CO[C:17](OC)([CH3:19])[CH3:18].O.C1(C)C=CC(S(O)(=O)=O)=CC=1. Product: [Br:1][C:2]1[CH:7]=[CH:6][CH:5]=[C:4]([O:8][CH3:9])[C:3]=1[CH2:10][CH:11]1[CH2:12][O:13][C:17]([CH3:19])([CH3:18])[O:14]1. The catalyst class is: 21. (2) Reactant: [O:1]=[C:2]1[C:6]2([CH2:11][CH2:10][CH2:9][N:8]([C:12]([O:14][C:15]([CH3:18])([CH3:17])[CH3:16])=[O:13])[CH2:7]2)[CH:5]([C:19]2[CH:24]=[CH:23][C:22]([CH3:25])=[CH:21][CH:20]=2)[CH2:4][NH:3]1.[Li+].[CH3:27][Si]([N-][Si](C)(C)C)(C)C.IC.[Cl-].[NH4+]. Product: [CH3:27][N:3]1[CH2:4][CH:5]([C:19]2[CH:20]=[CH:21][C:22]([CH3:25])=[CH:23][CH:24]=2)[C:6]2([CH2:11][CH2:10][CH2:9][N:8]([C:12]([O:14][C:15]([CH3:18])([CH3:17])[CH3:16])=[O:13])[CH2:7]2)[C:2]1=[O:1]. The catalyst class is: 1. (3) Reactant: [Mg].BrCCBr.[F:6][C:7]1[CH:14]=[CH:13][C:10]([CH2:11]Cl)=[CH:9][CH:8]=1.[O:15]=[C:16]1[CH2:21][CH2:20][N:19]([C:22]([O:24][C:25]([CH3:28])([CH3:27])[CH3:26])=[O:23])[CH2:18][CH2:17]1. Product: [F:6][C:7]1[CH:14]=[CH:13][C:10]([CH2:11][C:16]2([OH:15])[CH2:17][CH2:18][N:19]([C:22]([O:24][C:25]([CH3:27])([CH3:26])[CH3:28])=[O:23])[CH2:20][CH2:21]2)=[CH:9][CH:8]=1. The catalyst class is: 20. (4) Reactant: Cl[C:2]1[CH:7]=[CH:6][N:5]=[C:4]([C:8]2[CH:9]=[N:10][N:11]3[CH:16]=[CH:15][CH:14]=[CH:13][C:12]=23)[N:3]=1.[NH2:17][C@@H:18]1[CH2:23][CH2:22][CH2:21][N:20]([C:24]([O:26][C:27]([CH3:30])([CH3:29])[CH3:28])=[O:25])[CH2:19]1. Product: [N:10]1[N:11]2[CH:16]=[CH:15][CH:14]=[CH:13][C:12]2=[C:8]([C:4]2[N:3]=[C:2]([NH:17][C@@H:18]3[CH2:23][CH2:22][CH2:21][N:20]([C:24]([O:26][C:27]([CH3:30])([CH3:29])[CH3:28])=[O:25])[CH2:19]3)[CH:7]=[CH:6][N:5]=2)[CH:9]=1. The catalyst class is: 8. (5) Reactant: [F:1][C:2]1[CH:22]=[C:21]([C:23]#[C:24][CH2:25][OH:26])[CH:20]=[CH:19][C:3]=1[NH:4][C:5]1[C:6]([C:13]([NH:15][CH2:16][CH2:17][OH:18])=[O:14])=[CH:7][N:8]([CH3:12])[C:9](=[O:11])[CH:10]=1. Product: [F:1][C:2]1[CH:22]=[C:21]([CH2:23][CH2:24][CH2:25][OH:26])[CH:20]=[CH:19][C:3]=1[NH:4][C:5]1[C:6]([C:13]([NH:15][CH2:16][CH2:17][OH:18])=[O:14])=[CH:7][N:8]([CH3:12])[C:9](=[O:11])[CH:10]=1. The catalyst class is: 19. (6) Reactant: C([O:8][C:9]1[C:10](=[O:29])[N:11]([CH:26]([F:28])[F:27])[CH:12]=[C:13]([C:15]2[CH:20]=[CH:19][C:18]([Cl:21])=[C:17]([C:22]([F:25])([F:24])[F:23])[CH:16]=2)[CH:14]=1)C1C=CC=CC=1.C(S)C.B(F)(F)F.O(CC)CC. Product: [Cl:21][C:18]1[CH:19]=[CH:20][C:15]([C:13]2[CH:14]=[C:9]([OH:8])[C:10](=[O:29])[N:11]([CH:26]([F:28])[F:27])[CH:12]=2)=[CH:16][C:17]=1[C:22]([F:25])([F:23])[F:24]. The catalyst class is: 61. (7) Reactant: [S-:1][C:2]#[N:3].[K+].[NH2:5][C:6]1[CH:33]=[CH:32][C:9]([O:10][C:11]2[CH:12]=[CH:13][C:14]([CH3:31])=[C:15]([NH:17][C:18](=[O:30])[C:19]3[CH:24]=[CH:23][CH:22]=[C:21]([C:25]4([C:28]#[N:29])[CH2:27][CH2:26]4)[CH:20]=3)[CH:16]=2)=[CH:8][CH:7]=1.BrBr. Product: [NH2:3][C:2]1[S:1][C:7]2[CH:8]=[C:9]([O:10][C:11]3[CH:12]=[CH:13][C:14]([CH3:31])=[C:15]([NH:17][C:18](=[O:30])[C:19]4[CH:24]=[CH:23][CH:22]=[C:21]([C:25]5([C:28]#[N:29])[CH2:26][CH2:27]5)[CH:20]=4)[CH:16]=3)[CH:32]=[CH:33][C:6]=2[N:5]=1. The catalyst class is: 15. (8) Reactant: F[C:2]1[CH:7]=[CH:6][CH:5]=[CH:4][C:3]=1[N+:8]([O-:10])=[O:9].[NH2:11][C:12]1[CH:13]=[C:14]([CH:17]=[CH:18][CH:19]=1)[C:15]#[N:16].C(=O)([O-])[O-].[K+].[K+]. Product: [N+:8]([C:3]1[CH:4]=[CH:5][CH:6]=[CH:7][C:2]=1[NH:11][C:12]1[CH:13]=[C:14]([CH:17]=[CH:18][CH:19]=1)[C:15]#[N:16])([O-:10])=[O:9]. The catalyst class is: 3.